From a dataset of Reaction yield outcomes from USPTO patents with 853,638 reactions. Predict the reaction yield, written as a fraction of the theoretical maximum amount of product (1.0 means a 100% yield; for example, 0.34 means a 34% yield). (1) The reactants are Cl[C:2]1[C:11]2[C:6](=[CH:7][C:8]([S:12]([O:15][C:16]3[C:21]([F:22])=[C:20]([F:23])[C:19]([F:24])=[C:18]([F:25])[C:17]=3[F:26])(=[O:14])=[O:13])=[CH:9][CH:10]=2)[CH:5]=[CH:4][N:3]=1.[Cl:27][C:28]1[CH:33]=[C:32](B(O)O)[C:31]([O:37][CH3:38])=[CH:30][C:29]=1[C:39]1[CH:44]=[CH:43][CH:42]=[C:41]([F:45])[CH:40]=1.C(=O)([O-])[O-].[K+].[K+]. The catalyst is C1C=CC([P]([Pd]([P](C2C=CC=CC=2)(C2C=CC=CC=2)C2C=CC=CC=2)([P](C2C=CC=CC=2)(C2C=CC=CC=2)C2C=CC=CC=2)[P](C2C=CC=CC=2)(C2C=CC=CC=2)C2C=CC=CC=2)(C2C=CC=CC=2)C2C=CC=CC=2)=CC=1. The product is [Cl:27][C:28]1[CH:33]=[C:32]([C:2]2[C:11]3[C:6](=[CH:7][C:8]([S:12]([O:15][C:16]4[C:21]([F:22])=[C:20]([F:23])[C:19]([F:24])=[C:18]([F:25])[C:17]=4[F:26])(=[O:14])=[O:13])=[CH:9][CH:10]=3)[CH:5]=[CH:4][N:3]=2)[C:31]([O:37][CH3:38])=[CH:30][C:29]=1[C:39]1[CH:44]=[CH:43][CH:42]=[C:41]([F:45])[CH:40]=1. The yield is 0.800. (2) The reactants are Cl.[S:2]([N:12]1[C:16]2=[N:17][CH:18]=[C:19]([CH2:21][NH2:22])[N:20]=[C:15]2[CH:14]=[CH:13]1)([C:5]1[CH:11]=[CH:10][C:8]([CH3:9])=[CH:7][CH:6]=1)(=[O:4])=[O:3].[C:23]([O:27][C:28]([N:30]1[CH2:35][CH2:34][C@@H:33]([CH3:36])[C@@H:32]([C:37](O)=[O:38])[CH2:31]1)=[O:29])([CH3:26])([CH3:25])[CH3:24].CN(C(ON1N=NC2C=CC=NC1=2)=[N+](C)C)C.F[P-](F)(F)(F)(F)F.CCN(C(C)C)C(C)C. The catalyst is C(Cl)Cl. The product is [C:23]([O:27][C:28]([N:30]1[CH2:35][CH2:34][C@@H:33]([CH3:36])[C@@H:32]([C:37](=[O:38])[NH:22][CH2:21][C:19]2[N:20]=[C:15]3[CH:14]=[CH:13][N:12]([S:2]([C:5]4[CH:6]=[CH:7][C:8]([CH3:9])=[CH:10][CH:11]=4)(=[O:3])=[O:4])[C:16]3=[N:17][CH:18]=2)[CH2:31]1)=[O:29])([CH3:25])([CH3:26])[CH3:24]. The yield is 0.960. (3) The reactants are Br[CH2:2][C:3]1[N:13]([CH2:14][C:15]([CH3:18])([CH3:17])[CH3:16])[C:6]2[N:7]=[C:8]([C:11]#[N:12])[N:9]=[CH:10][C:5]=2[CH:4]=1.[C:19]([O:23][C:24]([N:26]1[CH2:37][CH2:36][C:29]2([C:33](=[O:34])[NH:32][C:31](=[O:35])[CH2:30]2)[CH2:28][CH2:27]1)=[O:25])([CH3:22])([CH3:21])[CH3:20].C(=O)([O-])[O-].[K+].[K+]. The catalyst is CN(C=O)C. The yield is 0.970. The product is [C:19]([O:23][C:24]([N:26]1[CH2:27][CH2:28][C:29]2([C:33](=[O:34])[N:32]([CH2:2][C:3]3[N:13]([CH2:14][C:15]([CH3:18])([CH3:17])[CH3:16])[C:6]4[N:7]=[C:8]([C:11]#[N:12])[N:9]=[CH:10][C:5]=4[CH:4]=3)[C:31](=[O:35])[CH2:30]2)[CH2:36][CH2:37]1)=[O:25])([CH3:22])([CH3:20])[CH3:21]. (4) The reactants are [CH3:1][N:2]([CH3:14])[C:3]([N:5]1[CH2:10][CH2:9][CH:8]([C:11]([OH:13])=O)[CH2:7][CH2:6]1)=[O:4].S(Cl)(Cl)=O.N1C=CC=CC=1.[NH2:25][C:26]1[S:27][C:28]([N:36]2[CH2:41][CH2:40][O:39][CH2:38][CH2:37]2)=[C:29]([C:31]2[O:32][CH:33]=[CH:34][CH:35]=2)[N:30]=1. The catalyst is ClCCl. The product is [CH3:14][N:2]([CH3:1])[C:3]([N:5]1[CH2:6][CH2:7][CH:8]([C:11]([NH:25][C:26]2[S:27][C:28]([N:36]3[CH2:37][CH2:38][O:39][CH2:40][CH2:41]3)=[C:29]([C:31]3[O:32][CH:33]=[CH:34][CH:35]=3)[N:30]=2)=[O:13])[CH2:9][CH2:10]1)=[O:4]. The yield is 0.810. (5) The reactants are I[CH2:2][C@@H:3]([CH3:16])[CH2:4][N:5]1[C:10]2[CH:11]=[CH:12][CH:13]=[CH:14][C:9]=2[S:8][CH2:7][C:6]1=[O:15].[CH2:17]([CH:21]1[CH2:26][CH2:25][NH:24][CH2:23][CH2:22]1)[CH2:18][CH2:19][CH3:20]. The catalyst is CC#N. The product is [CH2:17]([CH:21]1[CH2:26][CH2:25][N:24]([CH2:2][C@@H:3]([CH3:16])[CH2:4][N:5]2[C:10]3[CH:11]=[CH:12][CH:13]=[CH:14][C:9]=3[S:8][CH2:7][C:6]2=[O:15])[CH2:23][CH2:22]1)[CH2:18][CH2:19][CH3:20]. The yield is 0.750. (6) The reactants are [Cl:1][C:2]1[CH:3]=[C:4]([CH:9]([C:28]([F:31])([F:30])[F:29])/[CH:10]=[CH:11]/[C:12]2[CH:13]=[CH:14][C:15]([N:23]3[CH:27]=[N:26][CH:25]=[N:24]3)=[C:16]([CH:22]=2)[C:17]([O:19]CC)=[O:18])[CH:5]=[C:6]([Cl:8])[CH:7]=1. The catalyst is Cl. The product is [Cl:8][C:6]1[CH:5]=[C:4]([CH:9]([C:28]([F:29])([F:31])[F:30])/[CH:10]=[CH:11]/[C:12]2[CH:13]=[CH:14][C:15]([N:23]3[CH:27]=[N:26][CH:25]=[N:24]3)=[C:16]([CH:22]=2)[C:17]([OH:19])=[O:18])[CH:3]=[C:2]([Cl:1])[CH:7]=1. The yield is 0.600. (7) The product is [O:32]1[C:31]2[CH:36]=[C:27]([C@@H:3]([O:4][C:5]3[CH:6]=[C:7]4[C:11](=[CH:12][CH:13]=3)[N:10]([C:14]3[CH:15]=[C:16]([CH:24]=[CH:25][CH:26]=3)[C:17]([O:19][CH2:20][CH:21]([CH3:22])[CH3:23])=[O:18])[N:9]=[CH:8]4)[C@@H:2]([NH:1][C:40](=[O:41])[C:39]([F:44])([F:38])[CH3:43])[CH3:37])[CH:28]=[CH:29][C:30]=2[CH2:35][O:34][CH2:33]1. The yield is 0.800. The reactants are [NH2:1][C@@H:2]([CH3:37])[C@@H:3]([C:27]1[CH:28]=[CH:29][C:30]2[CH2:35][O:34][CH2:33][O:32][C:31]=2[CH:36]=1)[O:4][C:5]1[CH:6]=[C:7]2[C:11](=[CH:12][CH:13]=1)[N:10]([C:14]1[CH:15]=[C:16]([CH:24]=[CH:25][CH:26]=1)[C:17]([O:19][CH2:20][CH:21]([CH3:23])[CH3:22])=[O:18])[N:9]=[CH:8]2.[F:38][C:39]([F:44])([CH3:43])[C:40](O)=[O:41].CN(C(ON1N=NC2C=CC=CC1=2)=[N+](C)C)C.F[P-](F)(F)(F)(F)F.C(N(C(C)C)C(C)C)C. The catalyst is ClCCl.O.